From a dataset of Full USPTO retrosynthesis dataset with 1.9M reactions from patents (1976-2016). Predict the reactants needed to synthesize the given product. Given the product [Br:1][C:2]1[CH:7]=[N:6][C:5]2[NH:16][C:10]3[CH:11]=[N:12][C:13]([Cl:15])=[CH:14][C:9]=3[C:4]=2[CH:3]=1, predict the reactants needed to synthesize it. The reactants are: [Br:1][C:2]1[CH:3]=[C:4]([C:9]2[CH:14]=[C:13]([Cl:15])[N:12]=[CH:11][C:10]=2[NH2:16])[C:5](F)=[N:6][CH:7]=1.[Na].C[Si]([NH-])(C)C.